Dataset: Forward reaction prediction with 1.9M reactions from USPTO patents (1976-2016). Task: Predict the product of the given reaction. (1) Given the reactants F[C:2]1[CH:9]=[CH:8][C:7]([N+:10]([O-:12])=[O:11])=[CH:6][C:3]=1[C:4]#[N:5].[CH3:13][N:14]1[CH2:19][CH2:18][NH:17][CH2:16][CH2:15]1.C([O-])([O-])=O.[K+].[K+], predict the reaction product. The product is: [CH3:13][N:14]1[CH2:19][CH2:18][N:17]([C:2]2[CH:9]=[CH:8][C:7]([N+:10]([O-:12])=[O:11])=[CH:6][C:3]=2[C:4]#[N:5])[CH2:16][CH2:15]1. (2) Given the reactants [CH2:1]([O:8][C:9]([NH:11][C@@H:12]([CH2:37][OH:38])[C:13]([N:15]1[CH2:19][CH2:18][CH2:17][C@H:16]1[C:20]([N:22]1[CH2:26][CH2:25][CH2:24][C@H:23]1[C:27]([NH:29][C@@H:30]([CH2:35][OH:36])[C:31]([O:33]C)=O)=[O:28])=[O:21])=[O:14])=[O:10])[C:2]1[CH:7]=[CH:6][CH:5]=[CH:4][CH:3]=1.CO.[NH3:41], predict the reaction product. The product is: [CH2:1]([O:8][C:9](=[O:10])[NH:11][C@@H:12]([CH2:37][OH:38])[C:13]([N:15]1[CH2:19][CH2:18][CH2:17][C@H:16]1[C:20]([N:22]1[CH2:26][CH2:25][CH2:24][C@H:23]1[C:27](=[O:28])[NH:29][C@@H:30]([CH2:35][OH:36])[C:31]([NH2:41])=[O:33])=[O:21])=[O:14])[C:2]1[CH:3]=[CH:4][CH:5]=[CH:6][CH:7]=1. (3) Given the reactants [C:1]1([NH:7][C:8]2[CH:13]=[CH:12][CH:11]=[CH:10][C:9]=2[NH2:14])[CH:6]=[CH:5][CH:4]=[CH:3][CH:2]=1.C(N(CC)CC)C.[C:22](Cl)(=O)[C:23]1[CH:28]=[CH:27][CH:26]=[CH:25][CH:24]=1.CCOCC, predict the reaction product. The product is: [C:1]1([N:7]2[C:8]3[CH:13]=[CH:12][CH:11]=[CH:10][C:9]=3[N:14]=[C:22]2[C:23]2[CH:28]=[CH:27][CH:26]=[CH:25][CH:24]=2)[CH:2]=[CH:3][CH:4]=[CH:5][CH:6]=1. (4) Given the reactants [N+:1]([C:4]1[CH:9]=[CH:8][CH:7]=[CH:6][C:5]=1[CH:10]([C:18](=[O:25])[CH2:19][CH2:20][C:21]([O:23][CH3:24])=[O:22])C(OC(C)(C)C)=O)([O-:3])=[O:2].FC(F)(F)C(O)=O.C([SiH](CC)CC)C, predict the reaction product. The product is: [N+:1]([C:4]1[CH:9]=[CH:8][CH:7]=[CH:6][C:5]=1[CH2:10][C:18](=[O:25])[CH2:19][CH2:20][C:21]([O:23][CH3:24])=[O:22])([O-:3])=[O:2]. (5) Given the reactants [F:1][C:2]([F:32])([F:31])[C:3]1[CH:8]=[CH:7][C:6]([CH:9]2[CH2:14][N:13]([C:15](OC3C=CC([N+]([O-])=O)=CC=3)=[O:16])[CH2:12][CH:11]([C:27]([O:29][CH3:30])=[O:28])[CH2:10]2)=[CH:5][CH:4]=1.Cl.[CH3:34][C:35]1([CH3:41])[O:40][CH2:39][CH2:38][NH:37][CH2:36]1, predict the reaction product. The product is: [CH3:34][C:35]1([CH3:41])[O:40][CH2:39][CH2:38][N:37]([C:15]([N:13]2[CH2:14][CH:9]([C:6]3[CH:5]=[CH:4][C:3]([C:2]([F:1])([F:31])[F:32])=[CH:8][CH:7]=3)[CH2:10][CH:11]([C:27]([O:29][CH3:30])=[O:28])[CH2:12]2)=[O:16])[CH2:36]1. (6) Given the reactants [OH:1][CH:2]1[CH2:5][N:4]([C:6]([C:8]2[CH:9]=[C:10]([C:21]([O:23]CC)=[O:22])[CH:11]=[C:12]([C:14]3[CH:19]=[CH:18][C:17]([CH3:20])=[CH:16][CH:15]=3)[CH:13]=2)=[O:7])[CH2:3]1.[OH-].[Li+].CO, predict the reaction product. The product is: [OH:1][CH:2]1[CH2:3][N:4]([C:6]([C:8]2[CH:9]=[C:10]([C:21]([OH:23])=[O:22])[CH:11]=[C:12]([C:14]3[CH:15]=[CH:16][C:17]([CH3:20])=[CH:18][CH:19]=3)[CH:13]=2)=[O:7])[CH2:5]1. (7) Given the reactants [O:1]=[C:2]1[C:11]2[C:6](=[CH:7][CH:8]=[CH:9][CH:10]=2)[C:5]2[CH2:12][C:13]3[CH:14]=[CH:15][C:16]([NH2:19])=[CH:17][C:18]=3[C:4]=2[NH:3]1.[Cl:20][CH2:21][C:22](Cl)=[O:23], predict the reaction product. The product is: [O:1]=[C:2]1[C:11]2[C:6](=[CH:7][CH:8]=[CH:9][CH:10]=2)[C:5]2[CH2:12][C:13]3[CH:14]=[CH:15][C:16]([NH:19][C:22](=[O:23])[CH2:21][Cl:20])=[CH:17][C:18]=3[C:4]=2[NH:3]1.